Dataset: Forward reaction prediction with 1.9M reactions from USPTO patents (1976-2016). Task: Predict the product of the given reaction. (1) Given the reactants O1C=C(CN)N=C1.[NH2:8][CH2:9][C@@H:10]([C:12]1[CH:17]=[CH:16][CH:15]=[CH:14][CH:13]=1)[OH:11].[F:18][C:19]1[CH:40]=[CH:39][C:22]([CH2:23][N:24]2[CH2:28][CH2:27][N:26]([C:29]3[CH:30]=[C:31]([CH:35]=[CH:36][N:37]=3)[C:32](O)=[O:33])[C:25]2=[O:38])=[CH:21][CH:20]=1, predict the reaction product. The product is: [F:18][C:19]1[CH:20]=[CH:21][C:22]([CH2:23][N:24]2[CH2:28][CH2:27][N:26]([C:29]3[CH:30]=[C:31]([CH:35]=[CH:36][N:37]=3)[C:32]([NH:8][CH2:9][C@H:10]([OH:11])[C:12]3[CH:17]=[CH:16][CH:15]=[CH:14][CH:13]=3)=[O:33])[C:25]2=[O:38])=[CH:39][CH:40]=1. (2) Given the reactants C[Al](C)C.[NH2:5][C:6]1[CH:13]=[CH:12][C:9]([C:10]#[N:11])=[CH:8][N:7]=1.[Si:14]([O:31][CH2:32][CH2:33][O:34][CH2:35][C@H:36]([O:41][C:42]1[N:47]=[CH:46][N:45]=[C:44]2[N:48]([C:51]3[C:56]([Cl:57])=[CH:55][CH:54]=[CH:53][N:52]=3)[N:49]=[CH:50][C:43]=12)[C:37](OC)=[O:38])([C:27]([CH3:30])([CH3:29])[CH3:28])([C:21]1[CH:26]=[CH:25][CH:24]=[CH:23][CH:22]=1)[C:15]1[CH:20]=[CH:19][CH:18]=[CH:17][CH:16]=1, predict the reaction product. The product is: [Si:14]([O:31][CH2:32][CH2:33][O:34][CH2:35][C@H:36]([O:41][C:42]1[N:47]=[CH:46][N:45]=[C:44]2[N:48]([C:51]3[C:56]([Cl:57])=[CH:55][CH:54]=[CH:53][N:52]=3)[N:49]=[CH:50][C:43]=12)[C:37]([NH:5][C:6]1[CH:13]=[CH:12][C:9]([C:10]#[N:11])=[CH:8][N:7]=1)=[O:38])([C:27]([CH3:28])([CH3:29])[CH3:30])([C:21]1[CH:22]=[CH:23][CH:24]=[CH:25][CH:26]=1)[C:15]1[CH:20]=[CH:19][CH:18]=[CH:17][CH:16]=1. (3) Given the reactants [F:1][C:2]1[C:3]([OH:10])=[C:4]([CH:7]=[CH:8][CH:9]=1)[CH:5]=[O:6].[CH:11]([Mg]Cl)=[CH2:12].[Cl-].[NH4+], predict the reaction product. The product is: [F:1][C:2]1[CH:9]=[CH:8][CH:7]=[C:4]([CH:5]([OH:6])[CH:11]=[CH2:12])[C:3]=1[OH:10]. (4) Given the reactants [CH3:1][N:2]1[C:6]([C:7]2[CH:8]=[C:9]([C:13]([OH:15])=O)[S:10][C:11]=2[CH3:12])=[C:5]([CH3:16])[CH:4]=[N:3]1.[NH2:17][C@@H:18]([CH2:31][C:32]1[CH:37]=[CH:36][C:35]([F:38])=[CH:34][CH:33]=1)[CH2:19][N:20]1[C:28](=[O:29])[C:27]2[C:22](=[CH:23][CH:24]=[CH:25][CH:26]=2)[C:21]1=[O:30].CC(OC(N[C@H](C(O)=O)CC1C=CC=CC=1C(F)(F)F)=O)(C)C.C1CN([P+](Br)(N2CCCC2)N2CCCC2)CC1.F[P-](F)(F)(F)(F)F.CCN(C(C)C)C(C)C, predict the reaction product. The product is: [CH3:1][N:2]1[C:6]([C:7]2[CH:8]=[C:9]([C:13]([NH:17][C@@H:18]([CH2:31][C:32]3[CH:33]=[CH:34][C:35]([F:38])=[CH:36][CH:37]=3)[CH2:19][N:20]3[C:28](=[O:29])[C:27]4[C:22](=[CH:23][CH:24]=[CH:25][CH:26]=4)[C:21]3=[O:30])=[O:15])[S:10][C:11]=2[CH3:12])=[C:5]([CH3:16])[CH:4]=[N:3]1. (5) Given the reactants [NH2:1][C@H:2]([C:6]([NH:8][CH:9]([CH:18]([OH:31])[CH2:19][O:20][C:21]1[C:26]([F:27])=[C:25]([F:28])[CH:24]=[C:23]([F:29])[C:22]=1[F:30])[CH2:10][C:11]([O:13][C:14]([CH3:17])([CH3:16])[CH3:15])=[O:12])=[O:7])[CH:3]([CH3:5])[CH3:4].[CH3:32][N:33]1[C:41]2[C:36](=[CH:37][CH:38]=[CH:39][CH:40]=2)[CH:35]=[C:34]1[C:42](O)=[O:43].CN1CCOCC1.C1C=CC2N(O)N=NC=2C=1.CCN=C=NCCCN(C)C, predict the reaction product. The product is: [CH3:32][N:33]1[C:41]2[C:36](=[CH:37][CH:38]=[CH:39][CH:40]=2)[CH:35]=[C:34]1[C:42]([NH:1][C@H:2]([C:6]([NH:8][CH:9]([CH:18]([OH:31])[CH2:19][O:20][C:21]1[C:22]([F:30])=[C:23]([F:29])[CH:24]=[C:25]([F:28])[C:26]=1[F:27])[CH2:10][C:11]([O:13][C:14]([CH3:16])([CH3:17])[CH3:15])=[O:12])=[O:7])[CH:3]([CH3:5])[CH3:4])=[O:43]. (6) Given the reactants [Cl:1][C:2]1[C:10]2[C:5](=[CH:6][CH:7]=[CH:8][CH:9]=2)[NH:4][C:3]=1[C:11]([NH:13][C:14]1[CH:22]=[C:21]2[C:17]([CH:18]=[CH:19][N:20]2[CH2:23][C:24]([O:26][C:27]([CH3:30])([CH3:29])[CH3:28])=[O:25])=[CH:16][CH:15]=1)=[O:12].Br[CH2:32][CH2:33]Br, predict the reaction product. The product is: [Cl:1][C:2]1[C:10]2[CH:9]=[CH:8][CH:7]=[CH:6][C:5]=2[N:4]2[CH2:32][CH2:33][N:13]([C:14]3[CH:22]=[C:21]4[C:17]([CH:18]=[CH:19][N:20]4[CH2:23][C:24]([O:26][C:27]([CH3:30])([CH3:29])[CH3:28])=[O:25])=[CH:16][CH:15]=3)[C:11](=[O:12])[C:3]=12.